This data is from Full USPTO retrosynthesis dataset with 1.9M reactions from patents (1976-2016). The task is: Predict the reactants needed to synthesize the given product. Given the product [C:37]([O:36][C:34]([NH:33][C@@H:10]([CH2:11][CH2:12][C:13]1[N:17]([CH2:18][C:19]2[CH:20]=[CH:21][C:22]([C:25]([CH3:27])([CH3:26])[CH3:28])=[CH:23][CH:24]=2)[C:16]2[CH:29]=[CH:30][CH:31]=[CH:32][C:15]=2[N:14]=1)[C:9]([OH:41])=[O:8])=[O:35])([CH3:38])([CH3:39])[CH3:40], predict the reactants needed to synthesize it. The reactants are: C([O:8][C:9](=[O:41])[C@@H:10]([NH:33][C:34]([O:36][C:37]([CH3:40])([CH3:39])[CH3:38])=[O:35])[CH2:11][CH2:12][C:13]1[N:17]([CH2:18][C:19]2[CH:24]=[CH:23][C:22]([C:25]([CH3:28])([CH3:27])[CH3:26])=[CH:21][CH:20]=2)[C:16]2[CH:29]=[CH:30][CH:31]=[CH:32][C:15]=2[N:14]=1)C1C=CC=CC=1.[OH-].[Na+].